Task: Predict the product of the given reaction.. Dataset: Forward reaction prediction with 1.9M reactions from USPTO patents (1976-2016) (1) Given the reactants [CH:1]1([C:4]2[C:9]([O:10][CH:11]([F:13])[F:12])=[CH:8][C:7](B3OC(C)(C)C(C)(C)O3)=[CH:6][N:5]=2)[CH2:3][CH2:2]1.[OH:23]O, predict the reaction product. The product is: [CH:1]1([C:4]2[N:5]=[CH:6][C:7]([OH:23])=[CH:8][C:9]=2[O:10][CH:11]([F:13])[F:12])[CH2:3][CH2:2]1. (2) The product is: [Cl:26][C:27]1[C:32]([O:33][C:2]2[N:7]=[C:6]([O:8][CH3:9])[N:5]=[C:4]([NH:10][C:11]3[CH:16]=[CH:15][C:14]([N:17]4[CH:21]=[C:20]([CH2:22][OH:23])[N:19]=[CH:18]4)=[C:13]([O:24][CH3:25])[CH:12]=3)[N:3]=2)=[CH:31][CH:30]=[CH:29][N:28]=1. Given the reactants Cl[C:2]1[N:7]=[C:6]([O:8][CH3:9])[N:5]=[C:4]([NH:10][C:11]2[CH:16]=[CH:15][C:14]([N:17]3[CH:21]=[C:20]([CH2:22][OH:23])[N:19]=[CH:18]3)=[C:13]([O:24][CH3:25])[CH:12]=2)[N:3]=1.[Cl:26][C:27]1[C:32]([OH:33])=[CH:31][CH:30]=[CH:29][N:28]=1, predict the reaction product. (3) Given the reactants [Br:1][C:2]1[CH:3]=[CH:4][C:5]([Cl:9])=[C:6]([CH:8]=1)[NH2:7].[N:10]([O-])=O.[Na+].Cl[Sn]Cl, predict the reaction product. The product is: [Br:1][C:2]1[CH:3]=[CH:4][C:5]([Cl:9])=[C:6]([NH:7][NH2:10])[CH:8]=1. (4) Given the reactants [CH3:1][N:2]1[CH2:7][C:6](=O)[NH:5][C:4]([CH3:10])([CH3:9])[C:3]1=O.CO.[ClH:14].O1CCOCC1, predict the reaction product. The product is: [ClH:14].[CH3:1][N:2]1[CH2:7][CH2:6][NH:5][C:4]([CH3:10])([CH3:9])[CH2:3]1. (5) Given the reactants [OH:1][C@@H:2]1[CH:18]2[CH:9]([CH2:10][CH2:11][C:12]3[C@:17]2([CH3:19])[CH2:16][CH2:15][C:14](=[O:20])[CH:13]=3)[CH:8]2[C@@:4]([CH3:25])([C@@H:5]([C:21](=[O:24])CO)[CH2:6][CH2:7]2)[CH2:3]1.[OH2:26], predict the reaction product. The product is: [OH:1][C@@H:2]1[CH:18]2[CH:9]([CH2:10][CH2:11][C:12]3[C@:17]2([CH3:19])[CH2:16][CH2:15][C:14](=[O:20])[CH:13]=3)[CH:8]2[C@@:4]([CH3:25])([C@@H:5]([C:21]([OH:26])=[O:24])[CH2:6][CH2:7]2)[CH2:3]1. (6) Given the reactants [CH2:1]([C:3]1[CH:8]=[CH:7][C:6]([NH:9][C:10]2[CH:11]=[N:12][N:13]([CH3:18])[C:14]=2[C:15]([OH:17])=O)=[CH:5][CH:4]=1)[CH3:2].FC1C=CC(NC2C=NN(C)C=2C(O)=O)=CC=1, predict the reaction product. The product is: [CH2:1]([C:3]1[CH:4]=[CH:5][C:6]2[NH:9][C:10]3[CH:11]=[N:12][N:13]([CH3:18])[C:14]=3[C:15](=[O:17])[C:7]=2[CH:8]=1)[CH3:2]. (7) The product is: [C:40]([O:51][C:48]([N:34]1[CH2:33][CH:32]=[C:31]([C:19]2[N:17]3[N:18]=[C:13]([C:7]4[C:8](=[O:12])[O:9][C:10]5[C:5]([CH:6]=4)=[CH:4][CH:3]=[C:2]([C:31]4[CH2:36][CH2:35][N:34]([C:37]([O:39][C:40]([CH3:41])([CH3:42])[CH3:43])=[O:38])[CH2:33][CH:32]=4)[CH:11]=5)[CH:14]=[CH:15][C:16]3=[N:21][C:20]=2[CH3:22])[CH2:36][CH2:35]1)=[O:49])([CH3:43])([CH3:42])[CH3:41]. Given the reactants Br[C:2]1[CH:11]=[C:10]2[C:5]([CH:6]=[C:7]([C:13]3[CH:14]=[CH:15][C:16]4[N:17]([CH:19]=[C:20]([CH3:22])[N:21]=4)[N:18]=3)[C:8](=[O:12])[O:9]2)=[CH:4][CH:3]=1.CC1(C)C(C)(C)OB([C:31]2[CH2:36][CH2:35][N:34]([C:37]([O:39][C:40]([CH3:43])([CH3:42])[CH3:41])=[O:38])[CH2:33][CH:32]=2)O1.ClCCl.[C:48]([O-:51])([O-])=[O:49].[K+].[K+], predict the reaction product. (8) Given the reactants [OH:1][C:2]1[CH:7]=[CH:6][CH:5]=[CH:4][C:3]=1[C:8]1[O:9][C:10]2[CH:18]=[CH:17][CH:16]=[CH:15][C:11]=2[C:12](=O)[N:13]=1.Cl.[C:20]([C:22]1[CH:30]=[CH:29][C:25]([CH2:26][NH:27][NH2:28])=[CH:24][CH:23]=1)#[N:21].C(N(CC)CC)C, predict the reaction product. The product is: [OH:1][C:2]1[CH:7]=[CH:6][CH:5]=[CH:4][C:3]=1[C:8]1[N:13]=[C:12]([C:11]2[CH:15]=[CH:16][CH:17]=[CH:18][C:10]=2[OH:9])[N:27]([CH2:26][C:25]2[CH:29]=[CH:30][C:22]([C:20]#[N:21])=[CH:23][CH:24]=2)[N:28]=1.